Dataset: Full USPTO retrosynthesis dataset with 1.9M reactions from patents (1976-2016). Task: Predict the reactants needed to synthesize the given product. (1) Given the product [NH4+:3].[OH-:16].[Cl:1][C:2]1[CH:7]=[C:6]([NH:8][C@@H:9]2[CH2:10][CH2:11][C@H:12]([C:15]([N:35]3[CH2:34][CH2:33][N:32]([C:30]([O:29][C:25]([CH3:28])([CH3:27])[CH3:26])=[O:31])[CH2:37][CH2:36]3)=[O:17])[CH2:13][CH2:14]2)[C:5]([N+:18]([O-:20])=[O:19])=[CH:4][N:3]=1, predict the reactants needed to synthesize it. The reactants are: [Cl:1][C:2]1[CH:7]=[C:6]([NH:8][C@@H:9]2[CH2:14][CH2:13][C@H:12]([C:15]([OH:17])=[O:16])[CH2:11][CH2:10]2)[C:5]([N+:18]([O-:20])=[O:19])=[CH:4][N:3]=1.S(Cl)(Cl)=O.[C:25]([O:29][C:30]([N:32]1[CH2:37][CH2:36][NH:35][CH2:34][CH2:33]1)=[O:31])([CH3:28])([CH3:27])[CH3:26].CO. (2) Given the product [CH3:21][N:22]1[CH:26]=[CH:25][C:24]([NH:27][C:12](=[O:14])[CH:11]([N:8]2[C:9]3[C:5](=[CH:4][CH:3]=[C:2]([Cl:1])[CH:10]=3)[C:6](=[O:20])[C:7]2=[O:19])[CH2:15][CH:16]([CH3:18])[CH3:17])=[N:23]1, predict the reactants needed to synthesize it. The reactants are: [Cl:1][C:2]1[CH:10]=[C:9]2[C:5]([C:6](=[O:20])[C:7](=[O:19])[N:8]2[CH:11]([CH2:15][CH:16]([CH3:18])[CH3:17])[C:12]([OH:14])=O)=[CH:4][CH:3]=1.[CH3:21][N:22]1[CH:26]=[CH:25][C:24]([NH2:27])=[N:23]1.C(N(CC)C(C)C)(C)C.F[P-](F)(F)(F)(F)F.N1(O[P+](N(C)C)(N(C)C)N(C)C)C2C=CC=CC=2N=N1. (3) Given the product [CH3:1][O:2][CH2:3][CH2:4][N:5]1[C:13]2[CH:12]=[CH:11][CH:10]=[C:9]([OH:14])[C:8]=2[CH:7]=[CH:6]1, predict the reactants needed to synthesize it. The reactants are: [CH3:1][O:2][CH2:3][CH2:4][N:5]1[C:13]2[C:8](=[C:9]([O:14]C(=O)OC(C)(C)C)[CH:10]=[CH:11][CH:12]=2)[CH:7]=[CH:6]1.Cl.